From a dataset of Catalyst prediction with 721,799 reactions and 888 catalyst types from USPTO. Predict which catalyst facilitates the given reaction. (1) The catalyst class is: 61. Reactant: [Cl:1][C:2]1[CH:7]=[C:6]([N:8]2[C:12]3=[N:13][CH:14]=[CH:15][CH:16]=[C:11]3[N:10]=[CH:9]2)[CH:5]=[CH:4][C:3]=1[CH2:17][C:18]([OH:20])=O.[CH3:21][N:22]([CH3:39])[CH2:23][CH2:24][CH2:25][N:26]([CH3:38])[C:27]1[CH:32]=[CH:31][C:30]([NH2:33])=[CH:29][C:28]=1[C:34]([F:37])([F:36])[F:35]. Product: [Cl:1][C:2]1[CH:7]=[C:6]([N:8]2[C:12]3=[N:13][CH:14]=[CH:15][CH:16]=[C:11]3[N:10]=[CH:9]2)[CH:5]=[CH:4][C:3]=1[CH2:17][C:18]([NH:33][C:30]1[CH:31]=[CH:32][C:27]([N:26]([CH2:25][CH2:24][CH2:23][N:22]([CH3:21])[CH3:39])[CH3:38])=[C:28]([C:34]([F:35])([F:36])[F:37])[CH:29]=1)=[O:20]. (2) Reactant: Cl[C:2]1[C:12]([C:13]#[N:14])=[CH:11][C:5]([C:6]([O:8][CH2:9][CH3:10])=[O:7])=[C:4]([C:15]([F:18])([F:17])[F:16])[N:3]=1.[NH2:19][CH2:20][C:21]([OH:23])=[O:22]. Product: [C:13]([C:12]1[C:2]([NH:19][CH2:20][C:21]([OH:23])=[O:22])=[N:3][C:4]([C:15]([F:18])([F:17])[F:16])=[C:5]([C:6]([O:8][CH2:9][CH3:10])=[O:7])[CH:11]=1)#[N:14]. The catalyst class is: 14. (3) Reactant: [Cl:1][C:2]1[CH:21]=[CH:20][C:5]([CH2:6][C:7]2[N:8]=[C:9]([C:14]3[CH:19]=[CH:18][N:17]=[CH:16][CH:15]=3)[S:10][C:11]=2[C:12]#[N:13])=[CH:4][CH:3]=1.[N-:22]=[N+:23]=[N-:24].[Na+].[Cl-].[NH4+]. Product: [Cl:1][C:2]1[CH:3]=[CH:4][C:5]([CH2:6][C:7]2[N:8]=[C:9]([C:14]3[CH:19]=[CH:18][N:17]=[CH:16][CH:15]=3)[S:10][C:11]=2[C:12]2[NH:24][N:23]=[N:22][N:13]=2)=[CH:20][CH:21]=1. The catalyst class is: 248. (4) Reactant: [Cl:1][C:2]1[CH:9]=[CH:8][C:5]([NH:6][CH3:7])=[CH:4][CH:3]=1.[CH3:10][S:11](Cl)(=[O:13])=[O:12]. Product: [CH3:7][N:6]([S:11]([CH3:10])(=[O:13])=[O:12])[C:5]1[CH:8]=[CH:9][C:2]([Cl:1])=[CH:3][CH:4]=1. The catalyst class is: 17. (5) Reactant: [C:1](N1C=CN=C1)(N1C=CN=C1)=[O:2].[NH2:13][C:14]1[C:19]([NH:20][CH:21]2[CH2:26][CH2:25][N:24]([C:27]([O:29][C:30]([CH3:33])([CH3:32])[CH3:31])=[O:28])[CH2:23][CH2:22]2)=[CH:18][CH:17]=[CH:16][N:15]=1. Product: [O:2]=[C:1]1[NH:13][C:14]2=[N:15][CH:16]=[CH:17][CH:18]=[C:19]2[N:20]1[CH:21]1[CH2:22][CH2:23][N:24]([C:27]([O:29][C:30]([CH3:33])([CH3:32])[CH3:31])=[O:28])[CH2:25][CH2:26]1. The catalyst class is: 10.